This data is from Reaction yield outcomes from USPTO patents with 853,638 reactions. The task is: Predict the reaction yield, written as a fraction of the theoretical maximum amount of product (1.0 means a 100% yield; for example, 0.34 means a 34% yield). (1) The reactants are Cl[C:2]1[N:7]=[C:6]([NH:8][C:9]2[CH:14]=[CH:13][C:12]([N:15]3[CH2:20][CH2:19][O:18][CH2:17][CH2:16]3)=[CH:11][CH:10]=2)[CH:5]=[N:4][CH:3]=1.[N:21]1[C:25]2[CH:26]=[CH:27][CH:28]=[CH:29][C:24]=2[NH:23][CH:22]=1. No catalyst specified. The product is [N:21]1([C:2]2[N:7]=[C:6]([NH:8][C:9]3[CH:14]=[CH:13][C:12]([N:15]4[CH2:20][CH2:19][O:18][CH2:17][CH2:16]4)=[CH:11][CH:10]=3)[CH:5]=[N:4][CH:3]=2)[C:25]2[CH:26]=[CH:27][CH:28]=[CH:29][C:24]=2[N:23]=[CH:22]1. The yield is 0.310. (2) The reactants are [CH2:1]([C:8]#[N:9])[C:2]1[CH:7]=[CH:6][CH:5]=[CH:4][CH:3]=1.[NH2:10][OH:11].ON=C(N)C1C=CC=CC=1. The catalyst is CCO. The product is [OH:11][N:10]=[C:8]([NH2:9])[CH2:1][C:2]1[CH:7]=[CH:6][CH:5]=[CH:4][CH:3]=1. The yield is 0.819. (3) The reactants are [Cl:1][C:2]1[CH:22]=[C:21]([C:23]2[CH2:28][CH2:27][C:26](=[O:29])[NH:25][N:24]=2)[CH:20]=[CH:19][C:3]=1[O:4][CH2:5][CH2:6][CH2:7][N:8]1C(=O)C2C(=CC=CC=2)C1=O. The catalyst is CN. The product is [NH2:8][CH2:7][CH2:6][CH2:5][O:4][C:3]1[CH:19]=[CH:20][C:21]([C:23]2[CH2:28][CH2:27][C:26](=[O:29])[NH:25][N:24]=2)=[CH:22][C:2]=1[Cl:1]. The yield is 0.980. (4) The reactants are [CH:1]([N:4]1[CH:8]=[N:7][N:6]=[C:5]1[C:9]1[S:10][C:11]2[CH2:12][CH2:13][O:14][C:15]3[CH:22]=[C:21]([C:23](O)=[O:24])[CH:20]=[CH:19][C:16]=3[C:17]=2[N:18]=1)([CH3:3])[CH3:2].C(Cl)(=O)C(Cl)=O.[NH2:32][C:33]1[CH:37]=[CH:36][O:35][N:34]=1.C(N(CC)CC)C.C(=O)(O)[O-].[Na+]. The catalyst is C(Cl)Cl.CN(C=O)C. The product is [O:35]1[CH:36]=[CH:37][C:33]([NH:32][C:23]([C:21]2[CH:20]=[CH:19][C:16]3[C:17]4[N:18]=[C:9]([C:5]5[N:4]([CH:1]([CH3:3])[CH3:2])[CH:8]=[N:7][N:6]=5)[S:10][C:11]=4[CH2:12][CH2:13][O:14][C:15]=3[CH:22]=2)=[O:24])=[N:34]1. The yield is 0.470. (5) The reactants are [Br:1][C:2]1[C:3]([F:12])=[C:4]2[C:10]([NH2:11])=[CH:9][NH:8][C:5]2=[N:6][CH:7]=1.[CH3:13][O:14][C:15]1[CH:16]=[C:17]([CH:21]=[CH:22][CH:23]=1)[C:18](Cl)=[O:19].C(N(CC)CC)C.[Li+].[OH-]. The catalyst is C(Cl)Cl. The product is [Br:1][C:2]1[C:3]([F:12])=[C:4]2[C:10]([NH:11][C:18](=[O:19])[C:17]3[CH:21]=[CH:22][CH:23]=[C:15]([O:14][CH3:13])[CH:16]=3)=[CH:9][NH:8][C:5]2=[N:6][CH:7]=1. The yield is 0.550.